This data is from NCI-60 drug combinations with 297,098 pairs across 59 cell lines. The task is: Regression. Given two drug SMILES strings and cell line genomic features, predict the synergy score measuring deviation from expected non-interaction effect. Drug 1: CC1=C2C(C(=O)C3(C(CC4C(C3C(C(C2(C)C)(CC1OC(=O)C(C(C5=CC=CC=C5)NC(=O)OC(C)(C)C)O)O)OC(=O)C6=CC=CC=C6)(CO4)OC(=O)C)OC)C)OC. Drug 2: C1=NC2=C(N1)C(=S)N=CN2. Cell line: K-562. Synergy scores: CSS=46.8, Synergy_ZIP=-7.63, Synergy_Bliss=-15.2, Synergy_Loewe=-18.4, Synergy_HSA=-13.1.